From a dataset of Full USPTO retrosynthesis dataset with 1.9M reactions from patents (1976-2016). Predict the reactants needed to synthesize the given product. (1) The reactants are: P(=O)([O-])OC([CH2:12][C:13]1[CH:18]=[CH:17][CH:16]=[CH:15][CH:14]=1)([CH2:12][C:13]1[CH:18]=[CH:17][CH:16]=[CH:15][CH:14]=1)O.N1[C:26]([CH3:27])=[CH:25][CH:24]=[CH:23][C:22]=1[CH3:28].FC(F)(F)S(OS(C(F)(F)F)(=O)=O)(=O)=[O:32]. Given the product [CH2:28]([O:32][CH2:12][C:13]1[CH:14]=[CH:15][CH:16]=[CH:17][CH:18]=1)[C:22]1[CH:27]=[CH:26][CH:25]=[CH:24][CH:23]=1, predict the reactants needed to synthesize it. (2) Given the product [CH2:1]([C:8]1[C:9](=[O:11])[N:34]([C:31]2[CH:32]=[CH:33][C:28]([S:25](=[O:27])(=[O:26])[N:24]([CH2:22][CH3:23])[C:36]3[CH:41]=[CH:40][CH:39]=[CH:38][CH:37]=3)=[CH:29][N:30]=2)[NH:35][C:14]=1[CH2:15][C:16]([O:18][CH2:19][CH3:20])=[O:17])[C:2]1[CH:3]=[CH:4][CH:5]=[CH:6][CH:7]=1, predict the reactants needed to synthesize it. The reactants are: [CH2:1]([CH:8]([C:14](=O)[CH2:15][C:16]([O:18][CH2:19][CH3:20])=[O:17])[C:9]([O:11]CC)=O)[C:2]1[CH:7]=[CH:6][CH:5]=[CH:4][CH:3]=1.[CH2:22]([N:24]([C:36]1[CH:41]=[CH:40][CH:39]=[CH:38][CH:37]=1)[S:25]([C:28]1[CH:29]=[N:30][C:31]([NH:34][NH2:35])=[CH:32][CH:33]=1)(=[O:27])=[O:26])[CH3:23].C([O-])(=O)C. (3) Given the product [OH:8][C:7]1[CH:9]=[CH:10][CH:11]=[CH:12][C:6]=1[O:5][S:1](=[O:3])(=[O:4])[NH:17][CH:13]1[CH2:16][CH2:15][CH2:14]1, predict the reactants needed to synthesize it. The reactants are: [S:1]([O:5][C:6]1[C:7](=[CH:9][CH:10]=[CH:11][CH:12]=1)[OH:8])([OH:4])(=[O:3])=O.[CH:13]1([NH2:17])[CH2:16][CH2:15][CH2:14]1. (4) The reactants are: [O:1]([C:8]1[CH:27]=[CH:26][C:11]([O:12][C:13]2[CH:18]=[CH:17][N:16]=[CH:15][C:14]=2[C:19]2[CH:20]=[C:21]([CH:23]=[CH:24][CH:25]=2)[NH2:22])=[CH:10][CH:9]=1)[C:2]1[CH:7]=[CH:6][CH:5]=[CH:4][CH:3]=1.[C:28](O)(=[O:32])[C:29]#[C:30][CH3:31]. Given the product [O:1]([C:8]1[CH:9]=[CH:10][C:11]([O:12][C:13]2[CH:18]=[CH:17][N:16]=[CH:15][C:14]=2[C:19]2[CH:20]=[C:21]([NH:22][C:28](=[O:32])[C:29]#[C:30][CH3:31])[CH:23]=[CH:24][CH:25]=2)=[CH:26][CH:27]=1)[C:2]1[CH:7]=[CH:6][CH:5]=[CH:4][CH:3]=1, predict the reactants needed to synthesize it. (5) Given the product [CH3:3][C:4]12[C:15](=[O:16])[N:14]([CH2:19][C:20]([OH:22])=[O:21])[C:12]3[C:13]1=[C:8]([CH:9]=[CH:10][CH:11]=3)[NH:7][C:6](=[O:17])[CH2:5]2, predict the reactants needed to synthesize it. The reactants are: [H-].[Na+].[CH3:3][C:4]12[C:15](=[O:16])[NH:14][C:12]3[C:13]1=[C:8]([CH:9]=[CH:10][CH:11]=3)[NH:7][C:6](=[O:17])[CH2:5]2.Br[CH2:19][C:20]([O:22]C(C)(C)C)=[O:21].